Dataset: NCI-60 drug combinations with 297,098 pairs across 59 cell lines. Task: Regression. Given two drug SMILES strings and cell line genomic features, predict the synergy score measuring deviation from expected non-interaction effect. (1) Drug 1: CC(CN1CC(=O)NC(=O)C1)N2CC(=O)NC(=O)C2. Drug 2: C1C(C(OC1N2C=C(C(=O)NC2=O)F)CO)O. Cell line: HCT116. Synergy scores: CSS=56.1, Synergy_ZIP=-3.54, Synergy_Bliss=-1.51, Synergy_Loewe=4.51, Synergy_HSA=6.52. (2) Drug 1: CC1=C(C=C(C=C1)NC2=NC=CC(=N2)N(C)C3=CC4=NN(C(=C4C=C3)C)C)S(=O)(=O)N.Cl. Drug 2: C1CCC(CC1)NC(=O)N(CCCl)N=O. Cell line: HOP-62. Synergy scores: CSS=29.0, Synergy_ZIP=4.78, Synergy_Bliss=12.2, Synergy_Loewe=9.45, Synergy_HSA=10.4. (3) Drug 1: C1CCC(CC1)NC(=O)N(CCCl)N=O. Drug 2: CC12CCC3C(C1CCC2OP(=O)(O)O)CCC4=C3C=CC(=C4)OC(=O)N(CCCl)CCCl.[Na+]. Cell line: IGROV1. Synergy scores: CSS=-0.286, Synergy_ZIP=-8.88, Synergy_Bliss=-21.0, Synergy_Loewe=-35.2, Synergy_HSA=-19.1.